This data is from Peptide-MHC class I binding affinity with 185,985 pairs from IEDB/IMGT. The task is: Regression. Given a peptide amino acid sequence and an MHC pseudo amino acid sequence, predict their binding affinity value. This is MHC class I binding data. (1) The peptide sequence is CTWSWHHQL. The MHC is HLA-B58:01 with pseudo-sequence HLA-B58:01. The binding affinity (normalized) is 0.547. (2) The binding affinity (normalized) is 0.0847. The MHC is HLA-A26:01 with pseudo-sequence HLA-A26:01. The peptide sequence is YRFRFRSVY. (3) The peptide sequence is CTHLEGKII. The MHC is Mamu-B1001 with pseudo-sequence Mamu-B1001. The binding affinity (normalized) is 0.205. (4) The peptide sequence is VTECKLIYY. The MHC is HLA-B15:17 with pseudo-sequence HLA-B15:17. The binding affinity (normalized) is 0.672. (5) The peptide sequence is LQRNWSYGF. The MHC is HLA-B15:01 with pseudo-sequence HLA-B15:01. The binding affinity (normalized) is 0.681. (6) The peptide sequence is WASGVPAAT. The MHC is HLA-B07:02 with pseudo-sequence HLA-B07:02. The binding affinity (normalized) is 0.189. (7) The peptide sequence is YIYDGKVNY. The MHC is HLA-B27:03 with pseudo-sequence HLA-B27:03. The binding affinity (normalized) is 0.0847. (8) The peptide sequence is YMVTDKTAYI. The MHC is HLA-A02:02 with pseudo-sequence HLA-A02:02. The binding affinity (normalized) is 1.00. (9) The peptide sequence is CSDSDGLAP. The MHC is HLA-A80:01 with pseudo-sequence HLA-A80:01. The binding affinity (normalized) is 0.0847.